Task: Predict the product of the given reaction.. Dataset: Forward reaction prediction with 1.9M reactions from USPTO patents (1976-2016) (1) Given the reactants [CH3:1][C:2]([CH3:21])([CH3:20])[CH2:3][N:4]([CH2:17][CH2:18][OH:19])[C:5]1[CH:12]=[CH:11][C:8]([C:9]#[N:10])=[C:7]([C:13]([F:16])([F:15])[F:14])[CH:6]=1.[F:22][C:23]1[N:28]=[CH:27][C:26](O)=[CH:25][CH:24]=1.C1CCN(C(N=NC(N2CCCCC2)=O)=O)CC1.P(CCCC)(CCCC)CCCC, predict the reaction product. The product is: [CH3:1][C:2]([CH3:21])([CH3:20])[CH2:3][N:4]([CH2:17][CH2:18][O:19][C:26]1[CH:27]=[N:28][C:23]([F:22])=[CH:24][CH:25]=1)[C:5]1[CH:12]=[CH:11][C:8]([C:9]#[N:10])=[C:7]([C:13]([F:14])([F:15])[F:16])[CH:6]=1. (2) The product is: [CH3:1][O:2][C:3](=[O:27])[CH2:4][CH2:5][C:6]1[CH:7]=[CH:8][C:9]([CH2:12][N:13]2[CH:18]=[CH:17][CH:16]=[C:15]([C:19]3[CH:20]=[CH:21][C:22]([NH:25][C:32]([N:40]4[C:48]5[C:43](=[CH:44][CH:45]=[CH:46][CH:47]=5)[CH2:42][CH2:41]4)=[O:38])=[CH:23][CH:24]=3)[C:14]2=[O:26])=[CH:10][CH:11]=1. Given the reactants [CH3:1][O:2][C:3](=[O:27])[CH2:4][CH2:5][C:6]1[CH:11]=[CH:10][C:9]([CH2:12][N:13]2[CH:18]=[CH:17][CH:16]=[C:15]([C:19]3[CH:24]=[CH:23][C:22]([NH2:25])=[CH:21][CH:20]=3)[C:14]2=[O:26])=[CH:8][CH:7]=1.ClC(Cl)(O[C:32](=[O:38])OC(Cl)(Cl)Cl)Cl.[NH:40]1[C:48]2[C:43](=[CH:44][CH:45]=[CH:46][CH:47]=2)[CH2:42][CH2:41]1.C(OCC)(=O)C, predict the reaction product. (3) The product is: [CH2:12]([N:20]1[CH2:21][CH2:22][N:17]([CH3:16])[CH2:18][CH2:19]1)[CH2:13][C:14]#[CH:15]. Given the reactants CC1C=CC(S(O[CH2:12][CH2:13][C:14]#[CH:15])(=O)=O)=CC=1.[CH3:16][N:17]1[CH2:22][CH2:21][NH:20][CH2:19][CH2:18]1.C([O-])(O)=O.[Na+], predict the reaction product. (4) Given the reactants [CH:1]([CH:4]1[CH2:9][CH2:8][CH:7]([OH:10])[CH2:6][CH2:5]1)([CH3:3])[CH3:2].[C:11](OC)(=O)C=C.S([O-])([O-])=O.[Na+].[Na+], predict the reaction product. The product is: [CH:1]([C@@H:4]1[CH2:9][CH2:8][C:7]2([CH3:11])[CH:6]([O:10]2)[CH2:5]1)([CH3:3])[CH3:2].